Dataset: NCI-60 drug combinations with 297,098 pairs across 59 cell lines. Task: Regression. Given two drug SMILES strings and cell line genomic features, predict the synergy score measuring deviation from expected non-interaction effect. (1) Cell line: OVCAR-5. Drug 2: CCCS(=O)(=O)NC1=C(C(=C(C=C1)F)C(=O)C2=CNC3=C2C=C(C=N3)C4=CC=C(C=C4)Cl)F. Drug 1: C1CCC(CC1)NC(=O)N(CCCl)N=O. Synergy scores: CSS=8.41, Synergy_ZIP=3.30, Synergy_Bliss=1.51, Synergy_Loewe=-4.56, Synergy_HSA=-4.17. (2) Drug 1: CC1=C(C=C(C=C1)C(=O)NC2=CC(=CC(=C2)C(F)(F)F)N3C=C(N=C3)C)NC4=NC=CC(=N4)C5=CN=CC=C5. Drug 2: C1=CC=C(C(=C1)C(C2=CC=C(C=C2)Cl)C(Cl)Cl)Cl. Cell line: NCIH23. Synergy scores: CSS=-2.73, Synergy_ZIP=2.19, Synergy_Bliss=-0.713, Synergy_Loewe=-3.10, Synergy_HSA=-5.49. (3) Drug 2: CCC1(CC2CC(C3=C(CCN(C2)C1)C4=CC=CC=C4N3)(C5=C(C=C6C(=C5)C78CCN9C7C(C=CC9)(C(C(C8N6C)(C(=O)OC)O)OC(=O)C)CC)OC)C(=O)OC)O.OS(=O)(=O)O. Drug 1: C1=NC2=C(N=C(N=C2N1C3C(C(C(O3)CO)O)F)Cl)N. Cell line: A549. Synergy scores: CSS=-4.36, Synergy_ZIP=3.21, Synergy_Bliss=-1.29, Synergy_Loewe=-24.1, Synergy_HSA=-8.17. (4) Drug 1: C1=NC(=NC(=O)N1C2C(C(C(O2)CO)O)O)N. Drug 2: N.N.Cl[Pt+2]Cl. Cell line: RPMI-8226. Synergy scores: CSS=83.3, Synergy_ZIP=2.94, Synergy_Bliss=3.26, Synergy_Loewe=-3.94, Synergy_HSA=7.88. (5) Drug 1: CC1=C(C=C(C=C1)NC2=NC=CC(=N2)N(C)C3=CC4=NN(C(=C4C=C3)C)C)S(=O)(=O)N.Cl. Drug 2: CN1C2=C(C=C(C=C2)N(CCCl)CCCl)N=C1CCCC(=O)O.Cl. Cell line: PC-3. Synergy scores: CSS=5.97, Synergy_ZIP=-1.44, Synergy_Bliss=2.71, Synergy_Loewe=4.69, Synergy_HSA=4.03. (6) Drug 1: CN1CCC(CC1)COC2=C(C=C3C(=C2)N=CN=C3NC4=C(C=C(C=C4)Br)F)OC. Synergy scores: CSS=-0.362, Synergy_ZIP=-0.0203, Synergy_Bliss=-0.348, Synergy_Loewe=-3.41, Synergy_HSA=-3.09. Cell line: HCT116. Drug 2: CC1=C(C=C(C=C1)NC(=O)C2=CC=C(C=C2)CN3CCN(CC3)C)NC4=NC=CC(=N4)C5=CN=CC=C5.